This data is from Reaction yield outcomes from USPTO patents with 853,638 reactions. The task is: Predict the reaction yield, written as a fraction of the theoretical maximum amount of product (1.0 means a 100% yield; for example, 0.34 means a 34% yield). (1) The yield is 0.380. The reactants are Br[CH2:2][CH:3]([CH3:5])[CH3:4].[NH:6]1[C:10]([C:11]2[CH:12]=[C:13]([C:17]3[CH:18]=[CH:19][C:20]4[O:24][C:23]([C:25]5[CH:30]=[CH:29][C:28]([F:31])=[CH:27][CH:26]=5)=[C:22]([C:32]([NH:34][CH3:35])=[O:33])[C:21]=4[CH:36]=3)[CH:14]=[CH:15][CH:16]=2)=[N:9][N:8]=[N:7]1.C([O-])([O-])=O.[Na+].[Na+]. The catalyst is CN(C=O)C. The product is [F:31][C:28]1[CH:29]=[CH:30][C:25]([C:23]2[O:24][C:20]3[CH:19]=[CH:18][C:17]([C:13]4[CH:14]=[CH:15][CH:16]=[C:11]([C:10]5[N:9]=[N:8][N:7]([CH2:2][CH:3]([CH3:5])[CH3:4])[N:6]=5)[CH:12]=4)=[CH:36][C:21]=3[C:22]=2[C:32]([NH:34][CH3:35])=[O:33])=[CH:26][CH:27]=1. (2) The reactants are NC1N=CC(N2CCN(C(OC(C)(C)C)=O)CC2)=CC=1.[CH3:21][C@@H:22]1[CH2:27][N:26]([C:28]2[CH:29]=[N:30][C:31]([N+:34]([O-])=O)=[CH:32][CH:33]=2)[C@@H:25]([CH3:37])[CH2:24][N:23]1[C:38]([O:40][C:41]([CH3:44])([CH3:43])[CH3:42])=[O:39]. No catalyst specified. The product is [NH2:34][C:31]1[N:30]=[CH:29][C:28]([N:26]2[C@@H:25]([CH3:37])[CH2:24][N:23]([C:38]([O:40][C:41]([CH3:42])([CH3:44])[CH3:43])=[O:39])[C@H:22]([CH3:21])[CH2:27]2)=[CH:33][CH:32]=1. The yield is 0.830. (3) The product is [C:1]([O:4][CH2:5][C:6]1[C:7]([N:21]2[CH2:32][CH2:31][C:30]3[C:29]4[CH2:28][C:27]([CH3:34])([CH3:33])[CH2:26][C:25]=4[S:24][C:23]=3[C:22]2=[O:35])=[N:8][CH:9]=[CH:10][C:11]=1[C:37]1[CH:38]=[C:39]([NH:45][C:46]2[N:47]=[N:48][N:49]([CH3:51])[CH:50]=2)[C:40](=[O:44])[N:41]([CH3:43])[CH:42]=1)(=[O:3])[CH3:2]. The yield is 0.710. The reactants are [C:1]([O:4][CH2:5][C:6]1[C:7]([N:21]2[CH2:32][CH2:31][C:30]3[C:29]4[CH2:28][C:27]([CH3:34])([CH3:33])[CH2:26][C:25]=4[S:24][C:23]=3[C:22]2=[O:35])=[N:8][CH:9]=[CH:10][C:11]=1B1OC(C)(C)C(C)(C)O1)(=[O:3])[CH3:2].Br[C:37]1[CH:38]=[C:39]([NH:45][C:46]2[N:47]=[N:48][N:49]([CH3:51])[CH:50]=2)[C:40](=[O:44])[N:41]([CH3:43])[CH:42]=1.C([O-])(=O)C.[K+].[O-]P([O-])([O-])=O.[K+].[K+].[K+]. The catalyst is C1C=CC(P(C2C=CC=CC=2)[C-]2C=CC=C2)=CC=1.C1C=CC(P(C2C=CC=CC=2)[C-]2C=CC=C2)=CC=1.Cl[Pd]Cl.[Fe+2].C(#N)C.O. (4) The reactants are [Br:1][C:2]1[C:8]([F:9])=[CH:7][CH:6]=[CH:5][C:3]=1[NH2:4].[C:10](Cl)(=[O:14])[CH2:11][CH2:12][CH3:13].N1C=CC=CC=1.O. The catalyst is C(Cl)Cl. The product is [Br:1][C:2]1[C:8]([F:9])=[CH:7][CH:6]=[CH:5][C:3]=1[NH:4][C:10](=[O:14])[CH2:11][CH2:12][CH3:13]. The yield is 0.730. (5) The reactants are [CH3:1][O:2][C:3]1[CH:4]=[C:5]2[C:10](=[CH:11][C:12]=1[O:13][CH3:14])[N:9]=[CH:8][CH:7]=[C:6]2[O:15][C:16]1[CH:21]=[CH:20][C:19]([NH2:22])=[CH:18][CH:17]=1.C(N(CC)CC)C.Cl[C:31]([O:33][C:34]1[CH:39]=[CH:38][CH:37]=[CH:36][CH:35]=1)=[O:32]. The catalyst is CN(C)C=O.CCCCCC.C(OCC)(=O)C.O. The product is [C:34]1([O:33][C:31](=[O:32])[NH:22][C:19]2[CH:18]=[CH:17][C:16]([O:15][C:6]3[C:5]4[C:10](=[CH:11][C:12]([O:13][CH3:14])=[C:3]([O:2][CH3:1])[CH:4]=4)[N:9]=[CH:8][CH:7]=3)=[CH:21][CH:20]=2)[CH:39]=[CH:38][CH:37]=[CH:36][CH:35]=1. The yield is 0.600. (6) The reactants are Cl.[Cl:2][C:3]1[CH:4]=[C:5]2[C:9](=[CH:10][CH:11]=1)[NH:8][CH:7]=[C:6]2[CH2:12][CH2:13][NH2:14].[O:15]=[C:16]1[CH:20]([C:21](O)=[O:22])[CH2:19][CH2:18][N:17]1[C:24]1[CH:29]=[CH:28][C:27]([O:30][C:31]([F:34])([F:33])[F:32])=[CH:26][CH:25]=1.C1CN([P+](ON2N=NC3C=CC=CC2=3)(N2CCCC2)N2CCCC2)CC1.F[P-](F)(F)(F)(F)F.C(N(CC)C(C)C)(C)C. The product is [Cl:2][C:3]1[CH:4]=[C:5]2[C:9](=[CH:10][CH:11]=1)[NH:8][CH:7]=[C:6]2[CH2:12][CH2:13][NH:14][C:21]([CH:20]1[CH2:19][CH2:18][N:17]([C:24]2[CH:25]=[CH:26][C:27]([O:30][C:31]([F:34])([F:32])[F:33])=[CH:28][CH:29]=2)[C:16]1=[O:15])=[O:22]. The catalyst is CN(C=O)C. The yield is 0.370. (7) The reactants are [CH2:1]([NH2:8])[C:2]1[CH:7]=[CH:6][CH:5]=[CH:4][CH:3]=1.F[P-](F)(F)(F)(F)F.N1(O[P+](N2CCCC2)(N2CCCC2)N2CCCC2)C2C=CC=CC=2N=N1.[NH:42]1[C:46]2=[N:47][CH:48]=[C:49]([C:51](O)=[O:52])[CH:50]=[C:45]2[CH:44]=[N:43]1.CCN(C(C)C)C(C)C.C(=O)(O)[O-].[Na+]. The catalyst is C(Cl)Cl. The product is [CH2:1]([NH:8][C:51]([C:49]1[CH:50]=[C:45]2[CH:44]=[N:43][NH:42][C:46]2=[N:47][CH:48]=1)=[O:52])[C:2]1[CH:7]=[CH:6][CH:5]=[CH:4][CH:3]=1. The yield is 0.740. (8) The reactants are [N+:1]([C:4]1[CH:9]=[CH:8][C:7]([N:10]2[CH:14]=[CH:13][N:12]([C:15]3[CH:20]=[CH:19][C:18]([O:21][C:22]([F:25])([F:24])[F:23])=[CH:17][CH:16]=3)[C:11]2=[O:26])=[CH:6][CH:5]=1)([O-])=O. The catalyst is CCO.[Pd]. The product is [NH2:1][C:4]1[CH:9]=[CH:8][C:7]([N:10]2[CH2:14][CH2:13][N:12]([C:15]3[CH:16]=[CH:17][C:18]([O:21][C:22]([F:24])([F:25])[F:23])=[CH:19][CH:20]=3)[C:11]2=[O:26])=[CH:6][CH:5]=1. The yield is 0.950. (9) The reactants are [F:1][C:2]1[CH:7]=[CH:6][C:5]([O:8][CH3:9])=[CH:4][C:3]=1[C:10]1[CH:15]=[CH:14][C:13]([CH:16]=[O:17])=[CH:12][C:11]=1[O:18][C:19]([F:22])([F:21])[F:20].[BH4-].[Na+]. The catalyst is CO. The product is [F:1][C:2]1[CH:7]=[CH:6][C:5]([O:8][CH3:9])=[CH:4][C:3]=1[C:10]1[CH:15]=[CH:14][C:13]([CH2:16][OH:17])=[CH:12][C:11]=1[O:18][C:19]([F:20])([F:21])[F:22]. The yield is 0.990. (10) The reactants are S(Cl)([Cl:4])(=O)=O.[CH3:6][N:7]1[C:11]([CH3:12])=[N:10][N:9]=[C:8]1[C:13]1[CH:18]=[CH:17][N:16]=[CH:15][CH:14]=1.C([O-])(O)=O.[Na+]. The catalyst is C(Cl)Cl.CN(C=O)C. The product is [Cl:4][CH2:12][C:11]1[N:7]([CH3:6])[C:8]([C:13]2[CH:18]=[CH:17][N:16]=[CH:15][CH:14]=2)=[N:9][N:10]=1. The yield is 0.230.